From a dataset of Peptide-MHC class I binding affinity with 185,985 pairs from IEDB/IMGT. Regression. Given a peptide amino acid sequence and an MHC pseudo amino acid sequence, predict their binding affinity value. This is MHC class I binding data. (1) The peptide sequence is SHEQGDIAL. The MHC is HLA-A26:03 with pseudo-sequence HLA-A26:03. The binding affinity (normalized) is 0.0847. (2) The peptide sequence is CLEKVQRQI. The MHC is HLA-A02:01 with pseudo-sequence HLA-A02:01. The binding affinity (normalized) is 0.0761.